Dataset: Full USPTO retrosynthesis dataset with 1.9M reactions from patents (1976-2016). Task: Predict the reactants needed to synthesize the given product. (1) Given the product [C:7]([C:6]1[CH:5]=[C:4]([CH2:3][CH2:2][O:1][CH2:15][C:16]([O:18][C:19]([CH3:22])([CH3:21])[CH3:20])=[O:17])[CH:11]=[CH:10][CH:9]=1)#[N:8], predict the reactants needed to synthesize it. The reactants are: [OH:1][CH2:2][CH2:3][C:4]1[CH:5]=[C:6]([CH:9]=[CH:10][CH:11]=1)[C:7]#[N:8].[OH-].[Na+].Br[CH2:15][C:16]([O:18][C:19]([CH3:22])([CH3:21])[CH3:20])=[O:17]. (2) Given the product [F:1][C:2]1[CH:3]=[C:4]([CH:22]=[C:23]([C:25]([F:27])([F:26])[F:28])[CH:24]=1)[CH2:5][C@H:6]1[CH2:11][C@@H:10]([C:12]2[O:16][NH:15][C:14](=[O:17])[CH:13]=2)[CH2:9][CH2:8][NH:7]1, predict the reactants needed to synthesize it. The reactants are: [F:1][C:2]1[CH:3]=[C:4]([CH:22]=[C:23]([C:25]([F:28])([F:27])[F:26])[CH:24]=1)[CH2:5][C@H:6]1[CH2:11][C@@H:10]([C:12]2[O:16][NH:15][C:14](=[O:17])[CH:13]=2)[CH2:9][CH2:8][N:7]1C(OC)=O.Br. (3) Given the product [C:13]1([NH:12][C:2]2[CH:11]=[CH:10][C:5]([C:6]([O:8][CH3:9])=[O:7])=[CH:4][N:3]=2)[CH:18]=[CH:17][CH:16]=[CH:15][CH:14]=1, predict the reactants needed to synthesize it. The reactants are: Cl[C:2]1[CH:11]=[CH:10][C:5]([C:6]([O:8][CH3:9])=[O:7])=[CH:4][N:3]=1.[NH2:12][C:13]1[CH:18]=[CH:17][CH:16]=[CH:15][CH:14]=1. (4) Given the product [CH3:35][N:34]([CH2:33][C:9]1[C:10]([NH:25][C:26]([C:28]2[O:29][CH:30]=[CH:31][CH:32]=2)=[O:27])=[N:11][C:12]([C:14]2[CH:19]=[CH:18][C:17]([F:20])=[CH:16][C:15]=2[OH:21])=[CH:13][C:8]=1[C:4]1[CH:5]=[CH:6][CH:7]=[C:2]([NH:1][C:40](=[O:41])[CH2:39][N:38]([CH3:43])[CH3:37])[CH:3]=1)[CH3:36], predict the reactants needed to synthesize it. The reactants are: [NH2:1][C:2]1[CH:3]=[C:4]([C:8]2[CH:13]=[C:12]([C:14]3[CH:19]=[CH:18][C:17]([F:20])=[CH:16][C:15]=3[O:21]COC)[N:11]=[C:10]([NH:25][C:26]([C:28]3[O:29][CH:30]=[CH:31][CH:32]=3)=[O:27])[C:9]=2[CH2:33][N:34]([CH3:36])[CH3:35])[CH:5]=[CH:6][CH:7]=1.[CH3:37][N:38]([CH3:43])[CH2:39][C:40](O)=[O:41].C1C=CC2N(O)N=NC=2C=1. (5) Given the product [C:9]1([OH:8])[C:10]2[C:11](=[CH:12][CH:13]=[CH:14][CH:15]=2)[CH:24]=[CH:23][CH:22]=1, predict the reactants needed to synthesize it. The reactants are: C([O:8][CH2:9][C:10]1[CH:15]=[CH:14][CH:13]=[CH:12][CH:11]=1)C1C=CC=CC=1.C(=O)([O-])[O-].[K+].[K+].[CH2:22](Br)[C:23]1C=CC=C[CH:24]=1.C([Li])CCC.B(OC)(OC)OC.B(O)O.Cl. (6) The reactants are: C[C@]1(NC2C=NC(C(F)(F)F)=CN=2)CCC[C@@H]1NC(C1C(C2N=CC=CN=2)=CC=CN=1)=O.[CH3:33][C@:34]1([NH:40][C:41]2[CH:46]=[N:45][C:44]([C:47]([F:50])([F:49])[F:48])=[CH:43][N:42]=2)[CH2:38][CH2:37][CH2:36][C@@H:35]1[NH2:39].[CH3:51][C:52]1[N:56]=[C:55]([C:57]2[CH:65]=[CH:64][CH:63]=[CH:62][C:58]=2[C:59](O)=[O:60])[O:54][N:53]=1. Given the product [CH3:51][C:52]1[N:56]=[C:55]([C:57]2[CH:65]=[CH:64][CH:63]=[CH:62][C:58]=2[C:59]([NH:39][C@H:35]2[CH2:36][CH2:37][CH2:38][C@:34]2([CH3:33])[NH:40][C:41]2[CH:46]=[N:45][C:44]([C:47]([F:50])([F:48])[F:49])=[CH:43][N:42]=2)=[O:60])[O:54][N:53]=1, predict the reactants needed to synthesize it.